This data is from NCI-60 drug combinations with 297,098 pairs across 59 cell lines. The task is: Regression. Given two drug SMILES strings and cell line genomic features, predict the synergy score measuring deviation from expected non-interaction effect. (1) Drug 2: C1=NNC2=C1C(=O)NC=N2. Synergy scores: CSS=22.9, Synergy_ZIP=-6.08, Synergy_Bliss=-2.00, Synergy_Loewe=-2.35, Synergy_HSA=0.940. Drug 1: CS(=O)(=O)CCNCC1=CC=C(O1)C2=CC3=C(C=C2)N=CN=C3NC4=CC(=C(C=C4)OCC5=CC(=CC=C5)F)Cl. Cell line: EKVX. (2) Cell line: SR. Drug 1: CNC(=O)C1=CC=CC=C1SC2=CC3=C(C=C2)C(=NN3)C=CC4=CC=CC=N4. Drug 2: CN(CCCl)CCCl.Cl. Synergy scores: CSS=80.7, Synergy_ZIP=2.42, Synergy_Bliss=-0.0879, Synergy_Loewe=-2.20, Synergy_HSA=1.48. (3) Drug 1: CCC1(CC2CC(C3=C(CCN(C2)C1)C4=CC=CC=C4N3)(C5=C(C=C6C(=C5)C78CCN9C7C(C=CC9)(C(C(C8N6C=O)(C(=O)OC)O)OC(=O)C)CC)OC)C(=O)OC)O.OS(=O)(=O)O. Drug 2: CCN(CC)CCCC(C)NC1=C2C=C(C=CC2=NC3=C1C=CC(=C3)Cl)OC. Cell line: LOX IMVI. Synergy scores: CSS=22.8, Synergy_ZIP=-7.14, Synergy_Bliss=-3.22, Synergy_Loewe=-3.07, Synergy_HSA=-2.17. (4) Drug 1: CC(C1=C(C=CC(=C1Cl)F)Cl)OC2=C(N=CC(=C2)C3=CN(N=C3)C4CCNCC4)N. Drug 2: COC1=NC(=NC2=C1N=CN2C3C(C(C(O3)CO)O)O)N. Cell line: SK-MEL-5. Synergy scores: CSS=-5.56, Synergy_ZIP=5.71, Synergy_Bliss=4.22, Synergy_Loewe=-1.04, Synergy_HSA=-2.12. (5) Drug 1: CC(CN1CC(=O)NC(=O)C1)N2CC(=O)NC(=O)C2. Drug 2: C1CCC(C(C1)N)N.C(=O)(C(=O)[O-])[O-].[Pt+4]. Cell line: DU-145. Synergy scores: CSS=15.9, Synergy_ZIP=-2.76, Synergy_Bliss=2.05, Synergy_Loewe=4.69, Synergy_HSA=4.69.